From a dataset of Forward reaction prediction with 1.9M reactions from USPTO patents (1976-2016). Predict the product of the given reaction. (1) The product is: [C:1]([C:3]1[CH:4]=[C:5]([C:13]2[O:14][C:17]([C:18]3[CH:23]=[CH:22][C:21]([Br:24])=[CH:20][C:19]=3[CH3:25])=[N:16][N:15]=2)[CH:6]=[CH:7][C:8]=1[O:9][CH:10]([CH3:11])[CH3:12])#[N:2]. Given the reactants [C:1]([C:3]1[CH:4]=[C:5]([C:13]([NH:15][NH:16][C:17](=O)[C:18]2[CH:23]=[CH:22][C:21]([Br:24])=[CH:20][C:19]=2[CH3:25])=[O:14])[CH:6]=[CH:7][C:8]=1[O:9][CH:10]([CH3:12])[CH3:11])#[N:2].P(Cl)(Cl)(Cl)=O, predict the reaction product. (2) Given the reactants Cl.[NH:2]1[C@H:6]([C:7]([O:9][CH2:10][C:11]2[CH:16]=[CH:15][CH:14]=[CH:13][CH:12]=2)=[O:8])[CH2:5][C@@H:4]2[CH2:17][CH2:18][CH2:19][C@H:3]12.[C:20](O[C:20]([O:22][C:23]([CH3:26])([CH3:25])[CH3:24])=[O:21])([O:22][C:23]([CH3:26])([CH3:25])[CH3:24])=[O:21].C(N(CC)C(C)C)(C)C, predict the reaction product. The product is: [N:2]1([C:20]([O:22][C:23]([CH3:26])([CH3:25])[CH3:24])=[O:21])[C@H:6]([C:7]([O:9][CH2:10][C:11]2[CH:16]=[CH:15][CH:14]=[CH:13][CH:12]=2)=[O:8])[CH2:5][C@@H:4]2[CH2:17][CH2:18][CH2:19][C@H:3]12. (3) Given the reactants FC(F)(F)C(OC(=O)C(F)(F)F)=O.[Cl:14][C:15]1[CH:35]=[CH:34][C:18]([O:19][CH2:20][C:21]2[CH:26]=[CH:25][CH:24]=[CH:23][C:22]=2[C:27](=[N:31][O:32][CH3:33])[C:28]([NH2:30])=O)=[CH:17][CH:16]=1.N1C=CC=CC=1, predict the reaction product. The product is: [Cl:14][C:15]1[CH:16]=[CH:17][C:18]([O:19][CH2:20][C:21]2[CH:26]=[CH:25][CH:24]=[CH:23][C:22]=2[C:27](=[N:31][O:32][CH3:33])[C:28]#[N:30])=[CH:34][CH:35]=1. (4) Given the reactants [Cl:1][C:2]1[C:3]([N:15]([CH3:33])[CH:16]2[CH2:20][CH2:19][C:18]3([CH2:25][CH2:24][CH2:23][N:22](C(OC(C)(C)C)=O)[CH2:21]3)[CH2:17]2)=[N:4][C:5]([NH:8][C:9]2[CH:10]=[N:11][N:12]([CH3:14])[CH:13]=2)=[N:6][CH:7]=1.Cl.CCOC(C)=O, predict the reaction product. The product is: [Cl:1][C:2]1[C:3]([N:15]([CH3:33])[CH:16]2[CH2:20][CH2:19][C:18]3([CH2:25][CH2:24][CH2:23][NH:22][CH2:21]3)[CH2:17]2)=[N:4][C:5]([NH:8][C:9]2[CH:10]=[N:11][N:12]([CH3:14])[CH:13]=2)=[N:6][CH:7]=1. (5) Given the reactants [NH:1]1[C:9]2[CH:8]=[CH:7][CH:6]=[C:5]3[CH2:10][CH2:11][N:12]([C:14]([O:16][C:17]([CH3:20])([CH3:19])[CH3:18])=[O:15])[CH2:13][C@H:3]([C:4]=23)[CH2:2]1.[CH2:21](I)[CH3:22].C(N(CC)CC)C.CC(N(C)C)=O, predict the reaction product. The product is: [CH2:21]([N:1]1[C:9]2[CH:8]=[CH:7][CH:6]=[C:5]3[CH2:10][CH2:11][N:12]([C:14]([O:16][C:17]([CH3:20])([CH3:19])[CH3:18])=[O:15])[CH2:13][C@H:3]([C:4]=23)[CH2:2]1)[CH3:22]. (6) Given the reactants [Br:1][C:2]1[CH:3]=[C:4]([C:8]2[C:17]([N:18]([CH:20]([CH3:22])[CH3:21])[CH3:19])=[N:16][C:15]3[C:10](=[CH:11][CH:12]=[C:13]([C:23]([O:25]C)=[O:24])[CH:14]=3)[N:9]=2)[CH:5]=[N:6][CH:7]=1.[OH-].[Na+].O, predict the reaction product. The product is: [Br:1][C:2]1[CH:3]=[C:4]([C:8]2[C:17]([N:18]([CH:20]([CH3:22])[CH3:21])[CH3:19])=[N:16][C:15]3[C:10](=[CH:11][CH:12]=[C:13]([C:23]([OH:25])=[O:24])[CH:14]=3)[N:9]=2)[CH:5]=[N:6][CH:7]=1.